Task: Binary Classification. Given a drug SMILES string, predict its activity (active/inactive) in a high-throughput screening assay against a specified biological target.. Dataset: Tyrosyl-DNA phosphodiesterase HTS with 341,365 compounds (1) The compound is S1c2c(N(C(=O)c3c1cccc3)C)cc(NC(=O)N(Cc1ccccc1)CC)cc2. The result is 0 (inactive). (2) The molecule is Clc1cc(NC(=O)Cn2c(=O)c(N3CCCCC3)c(n(c2=O)C)N)ccc1Cl. The result is 0 (inactive). (3) The molecule is Clc1c(SC(CCc2ccc(Cl)cc2)Cn2ccnc2)c(Cl)ccc1. The result is 0 (inactive). (4) The molecule is S(C=1N(CCN1)C(=O)CC)Cc1ccccc1. The result is 0 (inactive). (5) The molecule is S(=O)(=O)(Nc1c(N2CCCCC2)ccc(c1)C(OCC)=O)c1ccc(cc1)C. The result is 0 (inactive). (6) The molecule is S(=O)(=O)(NCc1ccccc1)c1c(C(=O)N2CCCCC2)cccc1. The result is 0 (inactive). (7) The drug is S1C(CC(=O)NCCc2ccccc2)C(=O)N=C1NCCC. The result is 0 (inactive). (8) The compound is Fc1ccc(OCC(=O)Nc2cc(OCc3nc4n(c(=O)c3)cccc4C)ccc2)cc1. The result is 0 (inactive). (9) The drug is FC(F)(F)c1nc(N(Cc2ccccc2)C)nc(c2ccc(F)cc2)c1. The result is 1 (active).